Task: Predict the reaction yield, written as a fraction of the theoretical maximum amount of product (1.0 means a 100% yield; for example, 0.34 means a 34% yield).. Dataset: Reaction yield outcomes from USPTO patents with 853,638 reactions The reactants are [CH3:1][N:2]([CH3:37])[S:3]([C:6]1[CH:7]=[C:8]2[C:13](=[CH:14][CH:15]=1)[N:12]([C:16]1[C:17]([C:30]3[CH:35]=[CH:34][C:33]([F:36])=[CH:32][CH:31]=3)=[N:18][C:19]3[C:24]([N:25]=1)=[CH:23][C:22]([C:26]([O:28]C)=[O:27])=[CH:21][CH:20]=3)[CH2:11][CH2:10][CH2:9]2)(=[O:5])=[O:4].[OH-].[Na+]. The catalyst is CO.O. The product is [CH3:1][N:2]([CH3:37])[S:3]([C:6]1[CH:7]=[C:8]2[C:13](=[CH:14][CH:15]=1)[N:12]([C:16]1[C:17]([C:30]3[CH:31]=[CH:32][C:33]([F:36])=[CH:34][CH:35]=3)=[N:18][C:19]3[C:24]([N:25]=1)=[CH:23][C:22]([C:26]([OH:28])=[O:27])=[CH:21][CH:20]=3)[CH2:11][CH2:10][CH2:9]2)(=[O:4])=[O:5]. The yield is 0.370.